Dataset: Catalyst prediction with 721,799 reactions and 888 catalyst types from USPTO. Task: Predict which catalyst facilitates the given reaction. (1) Reactant: [CH:1]1([C:4]2[NH:8][C:7]3[CH:9]=[C:10]([C:14]4[C:15]([CH3:20])=[N:16][O:17][C:18]=4[CH3:19])[CH:11]=[C:12](I)[C:6]=3[N:5]=2)[CH2:3][CH2:2]1.B1(/C(/CC)=C/CC)O[C:28]2[C:23](=[CH:24][CH:25]=[CH:26][CH:27]=2)O1.C(=O)([O-])[O-].[Cs+].[Cs+]. Product: [CH:1]1([C:4]2[NH:8][C:7]3[CH:9]=[C:10]([C:14]4[C:15]([CH3:20])=[N:16][O:17][C:18]=4[CH3:19])[CH:11]=[C:12](/[C:23](=[CH:24]/[CH2:25][CH3:26])/[CH2:28][CH3:27])[C:6]=3[N:5]=2)[CH2:3][CH2:2]1. The catalyst class is: 149. (2) Reactant: CC1C=CC(C=O)=CC=1.[C:10]1([B-:16]([C:29]2[CH:34]=[CH:33][CH:32]=[CH:31][CH:30]=2)([C:23]2[CH:28]=[CH:27][CH:26]=[CH:25][CH:24]=2)[C:17]2[CH:22]=[CH:21][CH:20]=[CH:19][CH:18]=2)[CH:15]=[CH:14][CH:13]=[CH:12][CH:11]=1.C[C:36]1[CH:41]=[CH:40][N+:39]([CH3:42])=[CH:38][CH:37]=1. Product: [C:29]1([B-:16]([C:10]2[CH:11]=[CH:12][CH:13]=[CH:14][CH:15]=2)([C:17]2[CH:18]=[CH:19][CH:20]=[CH:21][CH:22]=2)[C:23]2[CH:28]=[CH:27][CH:26]=[CH:25][CH:24]=2)[CH:30]=[CH:31][CH:32]=[CH:33][CH:34]=1.[CH3:42][N+:39]1[CH:40]=[CH:41][CH:36]=[CH:37][CH:38]=1. The catalyst class is: 495.